From a dataset of Full USPTO retrosynthesis dataset with 1.9M reactions from patents (1976-2016). Predict the reactants needed to synthesize the given product. Given the product [CH2:1]([O:3][C:4]1[CH:5]=[C:6]([N:13]2[CH2:18][CH2:17][N:16]([CH:19]3[CH2:24][CH2:23][N:22]([CH2:25][CH2:26][F:27])[CH2:21][CH2:20]3)[CH2:15][CH2:14]2)[CH:7]=[CH:8][C:9]=1[NH2:10])[CH3:2], predict the reactants needed to synthesize it. The reactants are: [CH2:1]([O:3][C:4]1[CH:5]=[C:6]([N:13]2[CH2:18][CH2:17][N:16]([CH:19]3[CH2:24][CH2:23][N:22]([CH2:25][CH2:26][F:27])[CH2:21][CH2:20]3)[CH2:15][CH2:14]2)[CH:7]=[CH:8][C:9]=1[N+:10]([O-])=O)[CH3:2].